This data is from Full USPTO retrosynthesis dataset with 1.9M reactions from patents (1976-2016). The task is: Predict the reactants needed to synthesize the given product. (1) Given the product [Cl:8][C:6]1[N:7]=[C:2]([NH:16][C:17]2[CH:18]=[N:19][N:20]([CH2:22][CH2:23][OH:24])[CH:21]=2)[C:3]([C:13]([NH2:15])=[O:14])=[N:4][C:5]=1[C:9]([OH:12])([CH3:11])[CH3:10], predict the reactants needed to synthesize it. The reactants are: Cl[C:2]1[C:3]([C:13]([NH2:15])=[O:14])=[N:4][C:5]([C:9]([OH:12])([CH3:11])[CH3:10])=[C:6]([Cl:8])[N:7]=1.[NH2:16][C:17]1[CH:18]=[N:19][N:20]([CH2:22][CH2:23][OH:24])[CH:21]=1.C(N(C(C)C)CC)(C)C.C(=O)([O-])O.[Na+]. (2) Given the product [Cl:12][C:8]1[CH:7]=[C:6]2[C:11]([C:3]([CH:2]([F:1])[F:30])=[CH:4][N:5]2[S:13]([C:16]2[CH:21]=[CH:20][C:19]([O:22][CH3:23])=[C:18]([N:24]3[CH2:29][CH2:28][N:27]([CH:41]4[CH2:42][O:39][CH2:40]4)[CH2:26][CH2:25]3)[CH:17]=2)(=[O:15])=[O:14])=[CH:10][CH:9]=1, predict the reactants needed to synthesize it. The reactants are: [F:1][CH:2]([F:30])[C:3]1[C:11]2[C:6](=[CH:7][C:8]([Cl:12])=[CH:9][CH:10]=2)[N:5]([S:13]([C:16]2[CH:21]=[CH:20][C:19]([O:22][CH3:23])=[C:18]([N:24]3[CH2:29][CH2:28][NH:27][CH2:26][CH2:25]3)[CH:17]=2)(=[O:15])=[O:14])[CH:4]=1.C([BH3-])#N.[Na+].C(O)(=O)C.[O:39]1[CH2:42][C:41](=O)[CH2:40]1. (3) Given the product [Cl:1][C:2]1[N:3]=[C:4]([C:16]2[CH:15]=[CH:14][C:13]([Cl:12])=[C:18]([Cl:19])[CH:17]=2)[CH:5]=[C:6]([C:8]([F:11])([F:9])[F:10])[N:7]=1, predict the reactants needed to synthesize it. The reactants are: [Cl:1][C:2]1[N:7]=[C:6]([C:8]([F:11])([F:10])[F:9])[CH:5]=[CH:4][N:3]=1.[Cl:12][C:13]1[CH:14]=[C:15](Br)[CH:16]=[CH:17][C:18]=1[Cl:19]. (4) The reactants are: CC1C=CC(S(Cl)(=O)=[O:9])=CC=1.[F:12][C:13]([F:47])([F:46])[C:14]1[CH:15]=[C:16]([C@@H:24]([N:26]([CH3:45])[C:27]([N:29]2[CH2:34][CH2:33]/[C:32](=[N:35]/O)/[CH2:31][C@@H:30]2[C:37]2[CH:42]=[CH:41][C:40]([F:43])=[CH:39][C:38]=2[CH3:44])=[O:28])[CH3:25])[CH:17]=[C:18]([C:20]([F:23])([F:22])[F:21])[CH:19]=1. Given the product [F:47][C:13]([F:12])([F:46])[C:14]1[CH:15]=[C:16]([C@@H:24]([N:26]([CH3:45])[C:27]([N:29]2[C@@H:30]([C:37]3[CH:42]=[CH:41][C:40]([F:43])=[CH:39][C:38]=3[CH3:44])[CH2:31][C:32](=[O:9])[NH:35][CH2:33][CH2:34]2)=[O:28])[CH3:25])[CH:17]=[C:18]([C:20]([F:23])([F:21])[F:22])[CH:19]=1, predict the reactants needed to synthesize it. (5) Given the product [NH2:7][CH2:8][CH2:9][NH:10][C:11]1[N:20]=[C:19]([N:21]([C:23]2[CH:28]=[CH:27][C:26]([O:29][CH3:30])=[C:25]([O:31][CH3:32])[CH:24]=2)[CH3:22])[C:18]2[C:13](=[CH:14][CH:15]=[CH:16][CH:17]=2)[N:12]=1, predict the reactants needed to synthesize it. The reactants are: C(OC(=O)[NH:7][CH2:8][CH2:9][NH:10][C:11]1[N:20]=[C:19]([N:21]([C:23]2[CH:28]=[CH:27][C:26]([O:29][CH3:30])=[C:25]([O:31][CH3:32])[CH:24]=2)[CH3:22])[C:18]2[C:13](=[CH:14][CH:15]=[CH:16][CH:17]=2)[N:12]=1)(C)(C)C.ClC1N=C(N(C2C=CC(OC)=C(OC)C=2)C)C2C(=CC=CC=2)N=1.C(N(C(C)C)C(C)C)C.C(OC(=O)NCCN)(C)(C)C. (6) Given the product [CH2:1]([O:8][C:9]([NH:11][CH:12]([CH:19]1[CH2:24][CH2:23][NH:22][CH2:21][CH2:20]1)[CH2:13][C:14]([O:16][CH2:17][CH3:18])=[O:15])=[O:10])[C:2]1[CH:3]=[CH:4][CH:5]=[CH:6][CH:7]=1.[C:32]([OH:38])([C:34]([F:37])([F:36])[F:35])=[O:33], predict the reactants needed to synthesize it. The reactants are: [CH2:1]([O:8][C:9]([NH:11][CH:12]([CH:19]1[CH2:24][CH2:23][N:22](C(OC(C)(C)C)=O)[CH2:21][CH2:20]1)[CH2:13][C:14]([O:16][CH2:17][CH3:18])=[O:15])=[O:10])[C:2]1[CH:7]=[CH:6][CH:5]=[CH:4][CH:3]=1.[C:32]([OH:38])([C:34]([F:37])([F:36])[F:35])=[O:33]. (7) Given the product [CH3:14][C:15]1([CH3:23])[O:20][C:19](=[O:21])[C:18](=[CH:24][NH:1][C:2]2[CH:11]=[CH:10][C:5]([C:6]([O:8][CH3:9])=[O:7])=[CH:4][C:3]=2[O:12][CH3:13])[C:17](=[O:22])[O:16]1, predict the reactants needed to synthesize it. The reactants are: [NH2:1][C:2]1[CH:11]=[CH:10][C:5]([C:6]([O:8][CH3:9])=[O:7])=[CH:4][C:3]=1[O:12][CH3:13].[CH3:14][C:15]1([CH3:23])[O:20][C:19](=[O:21])[CH2:18][C:17](=[O:22])[O:16]1.[CH:24](OC)(OC)OC.